From a dataset of Full USPTO retrosynthesis dataset with 1.9M reactions from patents (1976-2016). Predict the reactants needed to synthesize the given product. Given the product [CH:35]([C@H:29]1[CH2:34][CH2:33][C@H:32]([C:7]2[CH:6]=[CH:5][C:4]([B:23]([OH:26])[OH:22])=[CH:3][C:2]=2[F:1])[CH2:31][CH2:30]1)=[CH2:16], predict the reactants needed to synthesize it. The reactants are: [F:1][C:2]1[CH:3]=[C:4]([C@H]2CC[C@H](C=C)CC2)[CH:5]=[CH:6][CH:7]=1.[CH:16]([Li])(CC)C.C[O:22][B:23]([O:26]C)OC.Cl.[C:29]1([CH3:35])[CH:34]=[CH:33][CH:32]=[CH:31][CH:30]=1.